Predict the reactants needed to synthesize the given product. From a dataset of Full USPTO retrosynthesis dataset with 1.9M reactions from patents (1976-2016). (1) Given the product [Br:1][C:2]1[CH:7]=[C:6]([C:8]([F:9])([F:10])[F:11])[CH:5]=[CH:4][C:3]=1[N:12]1[CH2:17][CH2:16][N:15]([C:28](=[O:29])[CH2:27][N:18]2[C:22]3=[N:23][CH:24]=[CH:25][CH:26]=[C:21]3[CH:20]=[CH:19]2)[CH2:14][CH2:13]1, predict the reactants needed to synthesize it. The reactants are: [Br:1][C:2]1[CH:7]=[C:6]([C:8]([F:11])([F:10])[F:9])[CH:5]=[CH:4][C:3]=1[N:12]1[CH2:17][CH2:16][NH:15][CH2:14][CH2:13]1.[N:18]1([CH2:27][C:28](O)=[O:29])[C:22]2=[N:23][CH:24]=[CH:25][CH:26]=[C:21]2[CH:20]=[CH:19]1.CN(C(ON1N=NC2C=CC=CC1=2)=[N+](C)C)C.[B-](F)(F)(F)F.C(N(CC)CC)C. (2) Given the product [CH2:1]([O:3][C:4]([C@H:6]1[C@@H:11]([N:12]([CH2:13][C:14]2[CH:19]=[CH:18][C:17]([CH3:20])=[C:16]([F:21])[CH:15]=2)[C:39](=[O:40])[CH2:38][C:33]2[NH:32][C:31]3[CH:42]=[CH:43][C:28]([NH:27][S:24]([CH3:23])(=[O:26])=[O:25])=[CH:29][C:30]=3[S:35](=[O:36])(=[O:37])[N:34]=2)[C@H:10]2[CH2:22][C@@H:7]1[CH2:8][CH2:9]2)=[O:5])[CH3:2], predict the reactants needed to synthesize it. The reactants are: [CH2:1]([O:3][C:4]([C@H:6]1[C@@H:11]([NH:12][CH2:13][C:14]2[CH:19]=[CH:18][C:17]([CH3:20])=[C:16]([F:21])[CH:15]=2)[C@H:10]2[CH2:22][C@@H:7]1[CH2:8][CH2:9]2)=[O:5])[CH3:2].[CH3:23][S:24]([NH:27][C:28]1[CH:43]=[CH:42][C:31]2[NH:32][C:33]([CH2:38][C:39](O)=[O:40])=[N:34][S:35](=[O:37])(=[O:36])[C:30]=2[CH:29]=1)(=[O:26])=[O:25].Cl.CN(C)CCCN=C=NCC.CN1CCOCC1.Cl. (3) Given the product [ClH:34].[CH3:30][S:31]([NH:1][C:2]1[CH:7]=[CH:6][C:5]([CH2:8][N:9]2[C:19](=[O:20])[C:18]3[N:21]4[C:11](=[CH:12][N:13]=[C:14]4[CH:15]=[CH:16][CH:17]=3)[C:10]2=[O:22])=[CH:4][CH:3]=1)(=[O:33])=[O:32], predict the reactants needed to synthesize it. The reactants are: [NH2:1][C:2]1[CH:7]=[CH:6][C:5]([CH2:8][N:9]2[C:19](=[O:20])[C:18]3[N:21]4[C:11](=[CH:12][N:13]=[C:14]4[CH:15]=[CH:16][CH:17]=3)[C:10]2=[O:22])=[CH:4][CH:3]=1.C(N(CC)CC)C.[CH3:30][S:31]([Cl:34])(=[O:33])=[O:32]. (4) Given the product [CH3:23][C:24]1[C:33]2[C:28](=[CH:29][CH:30]=[CH:31][CH:32]=2)[C:27]([C:38]2[C:51]3[C:46]([CH:45]=[C:44]4[C:39]=2[CH:40]=[CH:41][CH:42]=[CH:43]4)=[CH:47][CH:48]=[CH:49][CH:50]=3)=[CH:26][CH:25]=1, predict the reactants needed to synthesize it. The reactants are: C1(C)C=CC=CC=1P(C1C=CC=CC=1C)C1C=CC=CC=1C.[CH3:23][C:24]1[C:33]2[C:28](=[CH:29][CH:30]=[CH:31][CH:32]=2)[C:27](B(O)O)=[CH:26][CH:25]=1.Br[C:38]1[C:39]2[C:44]([CH:45]=[C:46]3[C:51]=1[CH:50]=[CH:49][CH:48]=[CH:47]3)=[CH:43][CH:42]=[CH:41][CH:40]=2.P([O-])([O-])([O-])=O.[K+].[K+].[K+].